From a dataset of Peptide-MHC class II binding affinity with 134,281 pairs from IEDB. Regression. Given a peptide amino acid sequence and an MHC pseudo amino acid sequence, predict their binding affinity value. This is MHC class II binding data. The peptide sequence is YYSEPTSENNAHHVC. The MHC is DRB3_0202 with pseudo-sequence DRB3_0202. The binding affinity (normalized) is 0.